Dataset: Reaction yield outcomes from USPTO patents with 853,638 reactions. Task: Predict the reaction yield, written as a fraction of the theoretical maximum amount of product (1.0 means a 100% yield; for example, 0.34 means a 34% yield). The reactants are [Li+].[BH4-].[Cl:3][C:4]1[S:33][C:7]2[NH:8][C:9]([C:11]([NH:13][C@@H:14]3[CH2:22][C:21]4[C:16](=[CH:17][CH:18]=[CH:19][CH:20]=4)[C@H:15]3[N:23]([CH3:32])[C:24](=[O:31])[CH2:25][C:26](OCC)=[O:27])=[O:12])=[CH:10][C:6]=2[CH:5]=1. The catalyst is [NH4+].[Cl-]. The product is [Cl:3][C:4]1[S:33][C:7]2[NH:8][C:9]([C:11]([NH:13][C@@H:14]3[CH2:22][C:21]4[C:16](=[CH:17][CH:18]=[CH:19][CH:20]=4)[C@H:15]3[N:23]([C:24](=[O:31])[CH2:25][CH2:26][OH:27])[CH3:32])=[O:12])=[CH:10][C:6]=2[CH:5]=1. The yield is 0.670.